From a dataset of Peptide-MHC class I binding affinity with 185,985 pairs from IEDB/IMGT. Regression. Given a peptide amino acid sequence and an MHC pseudo amino acid sequence, predict their binding affinity value. This is MHC class I binding data. (1) The binding affinity (normalized) is 0.0847. The MHC is HLA-B15:17 with pseudo-sequence HLA-B15:17. The peptide sequence is RLAPEPVYT. (2) The peptide sequence is SYGCPTNPF. The MHC is HLA-B53:01 with pseudo-sequence HLA-B53:01. The binding affinity (normalized) is 0.213. (3) The peptide sequence is AEEKVKHT. The MHC is Mamu-A11 with pseudo-sequence Mamu-A11. The binding affinity (normalized) is 0.352. (4) The peptide sequence is RKLGWWLKL. The MHC is HLA-A68:02 with pseudo-sequence HLA-A68:02. The binding affinity (normalized) is 0.0847. (5) The peptide sequence is RVPRNLTLSK. The MHC is HLA-A31:01 with pseudo-sequence HLA-A31:01. The binding affinity (normalized) is 0.386. (6) The peptide sequence is IPFSTEDGQG. The MHC is HLA-B35:01 with pseudo-sequence HLA-B35:01. The binding affinity (normalized) is 0.311. (7) The peptide sequence is LYNFATCGLV. The MHC is HLA-A29:02 with pseudo-sequence HLA-A29:02. The binding affinity (normalized) is 0.406.